From a dataset of Full USPTO retrosynthesis dataset with 1.9M reactions from patents (1976-2016). Predict the reactants needed to synthesize the given product. (1) Given the product [C:27]([C:24]1[CH:23]=[CH:22][C:21]([C:17]2[CH:18]=[CH:19][CH:20]=[C:15]([CH:12]3[C:11]([CH3:31])([CH3:32])[CH2:10][C:9]4[C:14](=[C:5]([C:3]([OH:4])=[O:2])[CH:6]=[C:7]([F:33])[CH:8]=4)[NH:13]3)[CH:16]=2)=[CH:26][CH:25]=1)([CH3:28])([CH3:29])[CH3:30], predict the reactants needed to synthesize it. The reactants are: C[O:2][C:3]([C:5]1[CH:6]=[C:7]([F:33])[CH:8]=[C:9]2[C:14]=1[NH:13][CH:12]([C:15]1[CH:16]=[C:17]([C:21]3[CH:26]=[CH:25][C:24]([C:27]([CH3:30])([CH3:29])[CH3:28])=[CH:23][CH:22]=3)[CH:18]=[CH:19][CH:20]=1)[C:11]([CH3:32])([CH3:31])[CH2:10]2)=[O:4].[OH-].[Na+].Cl. (2) Given the product [Cl:1][C:2]1[N:3]=[C:4]([O:20][CH:21]([CH3:23])[CH3:22])[C:5]2[C:10]([C:32]3[CH:33]=[CH:34][C:35]([C:38]4[N:39]([CH2:43][O:44][CH2:45][CH2:46][Si:47]([CH3:50])([CH3:49])[CH3:48])[CH:40]=[CH:41][N:42]=4)=[CH:36][CH:37]=3)=[CH:9][N:8]([CH2:12][O:13][CH2:14][CH2:15][Si:16]([CH3:19])([CH3:18])[CH3:17])[C:6]=2[N:7]=1, predict the reactants needed to synthesize it. The reactants are: [Cl:1][C:2]1[N:3]=[C:4]([O:20][CH:21]([CH3:23])[CH3:22])[C:5]2[C:10](I)=[CH:9][N:8]([CH2:12][O:13][CH2:14][CH2:15][Si:16]([CH3:19])([CH3:18])[CH3:17])[C:6]=2[N:7]=1.CC1([CH2+])C(C)(C)OB([C:32]2[CH:37]=[CH:36][C:35]([C:38]3[N:39]([CH2:43][O:44][CH2:45][CH2:46][Si:47]([CH3:50])([CH3:49])[CH3:48])[CH:40]=[CH:41][N:42]=3)=[CH:34][CH:33]=2)O1.O.O.O.P([O-])([O-])([O-])=O.[K+].[K+].[K+].O1CCOCC1.